Dataset: Forward reaction prediction with 1.9M reactions from USPTO patents (1976-2016). Task: Predict the product of the given reaction. (1) Given the reactants [NH2:1][C:2]1[CH:6]=[CH:5][S:4][C:3]=1[C:7]([O:9]C)=O.[CH:11]([NH2:13])=O, predict the reaction product. The product is: [N:1]1[C:2]2[CH:6]=[CH:5][S:4][C:3]=2[C:7](=[O:9])[NH:13][CH:11]=1. (2) Given the reactants [Cl:1][C:2]1[CH:7]=[C:6]([CH2:8][NH:9][C:10]([NH2:26])=[N:11][C:12](=[O:25])[CH2:13][C:14]2[C:22]3[C:17](=[CH:18][CH:19]=[C:20]([O:23]C)[CH:21]=3)[NH:16][CH:15]=2)[CH:5]=[C:4]([Cl:27])[C:3]=1[NH:28][C:29](=[O:31])[CH3:30].OC1C=C2C(=CC=1)NC=C2CC(O)=O.COC1C=C2C(=CC=1)NC=C2CC(N(C(SC)=N)C(=O)OC(C)(C)C)=O.C(NC1C(Cl)=CC(CN)=CC=1Cl)(=O)C, predict the reaction product. The product is: [Cl:27][C:4]1[CH:5]=[C:6]([CH2:8][NH:9][C:10]([NH2:26])=[N:11][C:12](=[O:25])[CH2:13][C:14]2[C:22]3[C:17](=[CH:18][CH:19]=[C:20]([OH:23])[CH:21]=3)[NH:16][CH:15]=2)[CH:7]=[C:2]([Cl:1])[C:3]=1[NH:28][C:29](=[O:31])[CH3:30]. (3) Given the reactants [Cl:1][C:2]1[CH:20]=[CH:19][C:5]2[N:6]([CH3:18])[C:7](=[O:17])[CH2:8][N:9]=[C:10]([C:11]3[CH:16]=[CH:15][CH:14]=[CH:13][CH:12]=3)[C:4]=2[CH:3]=1.[CH3:21][O:22][C:23]1[CH:24]=[C:25]([CH:31]=[C:32]([O:34][CH3:35])[CH:33]=1)[O:26][CH2:27][C:28](O)=[O:29], predict the reaction product. The product is: [Cl:1][C:2]1[CH:20]=[CH:19][C:5]2[N:6]([CH3:18])[C:7](=[O:17])[CH2:8][N:9]3[C:28](=[O:29])[C@@H:27]([O:26][C:25]4[CH:31]=[C:32]([O:34][CH3:35])[CH:33]=[C:23]([O:22][CH3:21])[CH:24]=4)[C@:10]3([C:11]3[CH:16]=[CH:15][CH:14]=[CH:13][CH:12]=3)[C:4]=2[CH:3]=1. (4) Given the reactants [C-:1]#[N:2].[Na+].[NH2:4][C:5]1[CH:12]=[CH:11][C:8]([C:9]#[N:10])=[C:7]([F:13])[CH:6]=1.[C:14]1(=O)[CH2:18][CH2:17][CH2:16][CH2:15]1, predict the reaction product. The product is: [C:1]([C:14]1([NH:4][C:5]2[CH:12]=[CH:11][C:8]([C:9]#[N:10])=[C:7]([F:13])[CH:6]=2)[CH2:18][CH2:17][CH2:16][CH2:15]1)#[N:2]. (5) Given the reactants O.C([O-])([O-])=O.[K+].[K+].[CH2:8]([C@@:15]12[CH2:28][CH2:27][C:26]([O:29]CC)=[CH:25][C:24]1=[CH:23][CH2:22][C:21]1[CH:20]=[C:19]([C:32]#[N:33])[CH:18]=[CH:17][C:16]2=1)[C:9]1[CH:14]=[CH:13][CH:12]=[CH:11][CH:10]=1.[H][H], predict the reaction product. The product is: [CH2:8]([C@@:15]12[CH2:28][CH2:27][C:26](=[O:29])[CH2:25][C@H:24]1[CH2:23][CH2:22][C:21]1[CH:20]=[C:19]([C:32]#[N:33])[CH:18]=[CH:17][C:16]2=1)[C:9]1[CH:10]=[CH:11][CH:12]=[CH:13][CH:14]=1. (6) The product is: [O:16]=[C:9]1[C:8]([C:17]#[N:18])=[C:7]([N:27]2[CH2:28][CH2:29][N:24]([C:20]([C:2]3[O:1][CH:5]=[CH:4][CH:3]=3)=[O:19])[CH2:25][CH2:26]2)[C:15]2[C:11](=[CH:12][S:13][CH:14]=2)[NH:10]1. Given the reactants [O:1]1[CH:5]=[CH:4][CH:3]=[CH:2]1.Cl[C:7]1[C:15]2[C:11](=[CH:12][S:13][CH:14]=2)[NH:10][C:9](=[O:16])[C:8]=1[C:17]#[N:18].[O:19]1C=CC=[C:20]1[N:24]1[CH2:29][CH2:28][NH:27][CH2:26][CH2:25]1, predict the reaction product. (7) Given the reactants [NH2:1][C:2]1[CH:10]=[CH:9][C:8]([N+:11]([O-:13])=[O:12])=[CH:7][C:3]=1[C:4]([OH:6])=O.[NH2:14][CH2:15][CH:16]1[CH2:18][CH2:17]1.CCN(C(C)C)C(C)C.C(P1(=O)OP(CCC)(=O)OP(CCC)(=O)O1)CC, predict the reaction product. The product is: [NH2:1][C:2]1[CH:10]=[CH:9][C:8]([N+:11]([O-:13])=[O:12])=[CH:7][C:3]=1[C:4]([NH:14][CH2:15][CH:16]1[CH2:18][CH2:17]1)=[O:6].